From a dataset of Catalyst prediction with 721,799 reactions and 888 catalyst types from USPTO. Predict which catalyst facilitates the given reaction. (1) Reactant: [CH3:1][C:2]1[CH:7]=[CH:6][C:5]([S:8]([O:11][CH2:12][C@H:13]2[O:18][C:17]3[CH:19]=[C:20]([N+:24]([O-])=O)[C:21]([F:23])=[CH:22][C:16]=3[O:15][CH2:14]2)(=[O:10])=[O:9])=[CH:4][CH:3]=1.Cl.[H][H]. Product: [CH3:1][C:2]1[CH:7]=[CH:6][C:5]([S:8]([O:11][CH2:12][CH:13]2[O:18][C:17]3[CH:19]=[C:20]([NH2:24])[C:21]([F:23])=[CH:22][C:16]=3[O:15][CH2:14]2)(=[O:10])=[O:9])=[CH:4][CH:3]=1. The catalyst class is: 78. (2) Reactant: [N:1]1[CH:2]=[CH:3][N:4]2[CH2:9][CH2:8][NH:7][CH2:6][C:5]=12.C(N(CC)CC)C.[Cl:17][C:18]1[C:26]([C:27]([F:30])([F:29])[F:28])=[CH:25][CH:24]=[CH:23][C:19]=1[C:20](Cl)=[O:21]. Product: [Cl:17][C:18]1[C:26]([C:27]([F:29])([F:30])[F:28])=[CH:25][CH:24]=[CH:23][C:19]=1[C:20]([N:7]1[CH2:8][CH2:9][N:4]2[CH:3]=[CH:2][N:1]=[C:5]2[CH2:6]1)=[O:21]. The catalyst class is: 4. (3) Reactant: Cl[S:2]([CH2:5][CH2:6][CH2:7][NH:8][C:9](=[O:11])[CH3:10])(=[O:4])=[O:3].[C:12]([O:16][C:17]([NH:19][C:20]([CH3:27])([CH2:25][OH:26])[C:21]([O:23][CH3:24])=[O:22])=[O:18])([CH3:15])([CH3:14])[CH3:13].C(N(CC)CC)C. Product: [C:9]([NH:8][CH2:7][CH2:6][CH2:5][S:2]([O:26][CH2:25][C:20]([NH:19][C:17]([O:16][C:12]([CH3:15])([CH3:14])[CH3:13])=[O:18])([CH3:27])[C:21]([O:23][CH3:24])=[O:22])(=[O:4])=[O:3])(=[O:11])[CH3:10]. The catalyst class is: 154. (4) Reactant: [NH:1]1[CH2:8][CH2:7][CH2:6][C@H:2]1C(O)=O.[C:9]([O:13][CH2:14][CH3:15])(=[O:12])[CH:10]=[CH2:11].[CH2:16]=O. Product: [CH2:14]([O:13][C:9]([CH:10]1[CH:8]2[N:1]([CH2:2][CH2:6][CH2:7]2)[CH2:16][CH2:11]1)=[O:12])[CH3:15]. The catalyst class is: 11. (5) Reactant: [C:1]1([C:13]2[CH:18]=[CH:17][CH:16]=[CH:15][CH:14]=2)[CH:6]=[CH:5][CH:4]=[C:3]([C:7]#[C:8][Si](C)(C)C)[CH:2]=1.C([O-])([O-])=O.[Cs+].[Cs+]. The catalyst class is: 271. Product: [C:7]([C:3]1[CH:2]=[C:1]([C:13]2[CH:18]=[CH:17][CH:16]=[CH:15][CH:14]=2)[CH:6]=[CH:5][CH:4]=1)#[CH:8]. (6) Product: [Br:14][CH:9]([C:5]1[CH:6]=[CH:7][CH:8]=[C:3]([O:2][CH3:1])[CH:4]=1)[C:10]([O:12][CH3:13])=[O:11]. The catalyst class is: 717. Reactant: [CH3:1][O:2][C:3]1[CH:4]=[C:5]([CH2:9][C:10]([O:12][CH3:13])=[O:11])[CH:6]=[CH:7][CH:8]=1.[Br:14]N1C(=O)CCC1=O.CC(N=NC(C#N)(C)C)(C#N)C.